From a dataset of Catalyst prediction with 721,799 reactions and 888 catalyst types from USPTO. Predict which catalyst facilitates the given reaction. (1) Reactant: CN(C)C=O.F[C:7]1[CH:14]=[C:13]([O:15][CH3:16])[CH:12]=[CH:11][C:8]=1[CH:9]=O.[SH:17][CH2:18][C:19]([O-:21])=[O:20].C(=O)([O-])[O-].[K+].[K+].[C:28](OCC)(=O)[CH3:29]. Product: [CH2:28]([O:20][C:19]([C:18]1[S:17][C:7]2[CH:14]=[C:13]([O:15][CH3:16])[CH:12]=[CH:11][C:8]=2[CH:9]=1)=[O:21])[CH3:29]. The catalyst class is: 6. (2) The catalyst class is: 20. Product: [CH2:18]1[CH:19]2[CH:15]([CH2:14][CH:13]([NH2:12])[CH2:20]2)[CH2:16][CH:17]1[NH2:21]. Reactant: [BH4-].[Na+].FC(F)(F)C(O)=O.CO[N:12]=[C:13]1[CH2:20][CH:19]2[C:15](=[CH:16][C:17](=[N:21]OC)[CH2:18]2)[CH2:14]1.[OH-].[K+]. (3) Reactant: [C:1]([C:5]1[CH:15]=[CH:14][C:8]([O:9][CH2:10][C:11]([OH:13])=O)=[CH:7][CH:6]=1)([CH3:4])([CH3:3])[CH3:2].Cl.[NH2:17][CH2:18][C:19]1[CH:24]=[CH:23][C:22]([NH:25][S:26]([CH2:29][CH3:30])(=[O:28])=[O:27])=[CH:21][CH:20]=1.Cl.C(N=C=NCCCN(C)C)C.C(N(CC)CC)C. Product: [C:1]([C:5]1[CH:6]=[CH:7][C:8]([O:9][CH2:10][C:11]([NH:17][CH2:18][C:19]2[CH:20]=[CH:21][C:22]([NH:25][S:26]([CH2:29][CH3:30])(=[O:28])=[O:27])=[CH:23][CH:24]=2)=[O:13])=[CH:14][CH:15]=1)([CH3:2])([CH3:3])[CH3:4]. The catalyst class is: 468. (4) Reactant: [Cl-].[Ce+3].[Cl-].[Cl-].[CH:5]([Mg]Br)=[CH2:6].[CH:9]([Si:12]([CH:35]([CH3:37])[CH3:36])([CH:32]([CH3:34])[CH3:33])[O:13][C@@H:14]1[C:18](=[O:19])[C@@H:17]([CH3:20])[O:16][C@H:15]1[N:21]1[CH:29]=[N:28][C:27]2[C:22]1=[N:23][C:24]([Cl:31])=[N:25][C:26]=2[NH2:30])([CH3:11])[CH3:10].C(O)(=O)C. Product: [CH:35]([Si:12]([CH:9]([CH3:11])[CH3:10])([CH:32]([CH3:34])[CH3:33])[O:13][C@@H:14]1[C@@:18]([CH:5]=[CH2:6])([OH:19])[C@@H:17]([CH3:20])[O:16][C@H:15]1[N:21]1[CH:29]=[N:28][C:27]2[C:22]1=[N:23][C:24]([Cl:31])=[N:25][C:26]=2[NH2:30])([CH3:37])[CH3:36]. The catalyst class is: 7.